This data is from Reaction yield outcomes from USPTO patents with 853,638 reactions. The task is: Predict the reaction yield, written as a fraction of the theoretical maximum amount of product (1.0 means a 100% yield; for example, 0.34 means a 34% yield). (1) The reactants are [CH:1]1([OH:6])[CH2:5][CH:4]=[CH:3][CH2:2]1.N1C=CC=CC=1.[CH3:13][S:14](Cl)(=[O:16])=[O:15]. The catalyst is C(Cl)Cl. The product is [CH3:13][S:14]([O:6][CH:1]1[CH2:5][CH:4]=[CH:3][CH2:2]1)(=[O:16])=[O:15]. The yield is 0.680. (2) The reactants are [F:1][C:2]1[CH:7]=[CH:6][C:5]([O:8][C:9]2[CH:10]=[C:11]([C:23]([NH:25][C:26]3[N:31]=[CH:30][C:29]([C:32]([O:34][CH3:35])=[O:33])=[CH:28][CH:27]=3)=[O:24])[CH:12]=[C:13]([O:15]CC3C=CC=CC=3)[CH:14]=2)=[CH:4][CH:3]=1.[H][H]. The catalyst is [Pd].CO. The product is [F:1][C:2]1[CH:7]=[CH:6][C:5]([O:8][C:9]2[CH:10]=[C:11]([C:23]([NH:25][C:26]3[N:31]=[CH:30][C:29]([C:32]([O:34][CH3:35])=[O:33])=[CH:28][CH:27]=3)=[O:24])[CH:12]=[C:13]([OH:15])[CH:14]=2)=[CH:4][CH:3]=1. The yield is 0.780. (3) The reactants are Br[C:2]1[C:3]([CH3:20])=[C:4]2[C:9](=[CH:10][CH:11]=1)[N:8]=[C:7]([C:12]1[CH:13]=[N:14][CH:15]=[CH:16][CH:17]=1)[N:6]=[C:5]2[NH:18][CH3:19].[F:21][C:22]1[CH:27]=[C:26]([F:28])[CH:25]=[CH:24][C:23]=1B(O)O.[O-]P([O-])([O-])=O.[K+].[K+].[K+].[ClH:40]. The catalyst is O1CCOCC1.O.C(O)C.C1C=CC(P(C2C=CC=CC=2)[C-]2C=CC=C2)=CC=1.C1C=CC(P(C2C=CC=CC=2)[C-]2C=CC=C2)=CC=1.Cl[Pd]Cl.[Fe+2].C(Cl)Cl. The product is [ClH:40].[ClH:40].[F:21][C:22]1[CH:27]=[C:26]([F:28])[CH:25]=[CH:24][C:23]=1[C:2]1[C:3]([CH3:20])=[C:4]2[C:9](=[CH:10][CH:11]=1)[N:8]=[C:7]([C:12]1[CH:13]=[N:14][CH:15]=[CH:16][CH:17]=1)[N:6]=[C:5]2[NH:18][CH3:19]. The yield is 0.300. (4) The reactants are [Br:1][C:2]1(Br)[CH:11]([CH3:12])[CH2:10][C:9]2[C:4](=[CH:5][CH:6]=[C:7]([O:13][CH3:14])[CH:8]=2)[C:3]1=[O:15].N12CCCN=C1CCCCC2. The catalyst is CC#N. The product is [Br:1][C:2]1[C:11]([CH3:12])=[CH:10][C:9]2[C:4](=[CH:5][CH:6]=[C:7]([O:13][CH3:14])[CH:8]=2)[C:3]=1[OH:15]. The yield is 1.00. (5) The reactants are [F:1][C:2]([F:8])([F:7])S(Cl)(=O)=O.[CH2:9]([O:11][C:12]([C:14]1[NH:15][CH:16]=[C:17]([CH3:19])[CH:18]=1)=[O:13])[CH3:10].OP([O-])([O-])=O.[K+].[K+]. The catalyst is C(#N)C.CCOC(C)=O.O. The product is [CH3:19][C:17]1[CH:18]=[C:14]([C:12]([O:11][CH2:9][CH3:10])=[O:13])[NH:15][C:16]=1[C:2]([F:8])([F:7])[F:1]. The yield is 0.711.